From a dataset of Peptide-MHC class I binding affinity with 185,985 pairs from IEDB/IMGT. Regression. Given a peptide amino acid sequence and an MHC pseudo amino acid sequence, predict their binding affinity value. This is MHC class I binding data. (1) The peptide sequence is IRSAEVVSR. The MHC is HLA-B51:01 with pseudo-sequence HLA-B51:01. The binding affinity (normalized) is 0.0847. (2) The peptide sequence is VALFSSCPVAY. The MHC is HLA-A25:01 with pseudo-sequence HLA-A25:01. The binding affinity (normalized) is 0.0847. (3) The peptide sequence is LFNILGGWV. The MHC is Patr-A0901 with pseudo-sequence Patr-A0901. The binding affinity (normalized) is 0.305.